Dataset: TCR-epitope binding with 47,182 pairs between 192 epitopes and 23,139 TCRs. Task: Binary Classification. Given a T-cell receptor sequence (or CDR3 region) and an epitope sequence, predict whether binding occurs between them. The epitope is PROT_97E67BCC. The TCR CDR3 sequence is CASSEMATGLRYTF. Result: 1 (the TCR binds to the epitope).